Dataset: Catalyst prediction with 721,799 reactions and 888 catalyst types from USPTO. Task: Predict which catalyst facilitates the given reaction. (1) Reactant: [Cl:1][C:2]1[N:7]=[C:6]([CH:8]=[O:9])[C:5]2[C:10]([O:32][CH3:33])=[N:11][N:12]([C:13]([C:26]3[CH:31]=[CH:30][CH:29]=[CH:28][CH:27]=3)([C:20]3[CH:25]=[CH:24][CH:23]=[CH:22][CH:21]=3)[C:14]3[CH:19]=[CH:18][CH:17]=[CH:16][CH:15]=3)[C:4]=2[CH:3]=1.[CH3:34][Mg]Br. Product: [Cl:1][C:2]1[N:7]=[C:6]([CH:8]([OH:9])[CH3:34])[C:5]2[C:10]([O:32][CH3:33])=[N:11][N:12]([C:13]([C:14]3[CH:19]=[CH:18][CH:17]=[CH:16][CH:15]=3)([C:20]3[CH:21]=[CH:22][CH:23]=[CH:24][CH:25]=3)[C:26]3[CH:27]=[CH:28][CH:29]=[CH:30][CH:31]=3)[C:4]=2[CH:3]=1. The catalyst class is: 1. (2) Product: [Br:1][C:2]1[CH:3]=[C:4]2[C:9](=[CH:10][CH:11]=1)[NH:8][CH:7]([CH2:12][N:13]1[CH2:17][CH2:16][CH2:15][CH2:14]1)[CH2:6][CH2:5]2. Reactant: [Br:1][C:2]1[CH:3]=[C:4]2[C:9](=[CH:10][CH:11]=1)[N:8]=[C:7]([CH2:12][N:13]1[CH2:17][CH2:16][CH2:15][CH2:14]1)[CH:6]=[CH:5]2.[OH-].[Na+]. The catalyst class is: 15. (3) Reactant: C([O:5][C:6]([CH2:8][CH2:9][O:10][CH2:11][C:12]([CH2:25][O:26][CH2:27][CH2:28][C:29]([O:31]C(C)(C)C)=[O:30])([CH2:14][O:15][CH2:16][CH2:17][C:18]([O:20]C(C)(C)C)=[O:19])[NH2:13])=[O:7])(C)(C)C. Product: [C:18]([CH2:17][CH2:16][O:15][CH2:14][C:12]([CH2:25][O:26][CH2:27][CH2:28][C:29]([OH:31])=[O:30])([CH2:11][O:10][CH2:9][CH2:8][C:6]([OH:7])=[O:5])[NH2:13])([OH:20])=[O:19]. The catalyst class is: 106. (4) Reactant: [CH2:1]([Li])CCC.[Br:6][C:7]1[CH:8]=[C:9]2[C:17](=[CH:18][CH:19]=1)[O:16][C:15]([CH3:21])([CH3:20])[C:11]1([CH2:14][O:13][CH2:12]1)[C:10]2=O. Product: [Br:6][C:7]1[CH:8]=[C:9]2[C:17](=[CH:18][CH:19]=1)[O:16][C:15]([CH3:21])([CH3:20])[C:11]1([CH2:14][O:13][CH2:12]1)[C:10]2=[CH2:1]. The catalyst class is: 307. (5) Reactant: [Cl:1][C:2]1[CH:3]=[C:4]([NH:9][C:10]2[C:11]3[CH2:18][C:17](=[O:19])[NH:16][C:12]=3[N:13]=[CH:14][N:15]=2)[CH:5]=[CH:6][C:7]=1[F:8].[CH3:20][CH:21]1[NH:26][CH:25]([CH3:27])[CH2:24][N:23]([C:28]([C:30]2[NH:34][C:33]([CH:35]=O)=[C:32]([CH3:37])[CH:31]=2)=[O:29])[CH2:22]1. Product: [Cl:1][C:2]1[CH:3]=[C:4]([NH:9][C:10]2[C:11]3[C:18](=[CH:35][C:33]4[NH:34][C:30]([C:28]([N:23]5[CH2:22][CH:21]([CH3:20])[NH:26][CH:25]([CH3:27])[CH2:24]5)=[O:29])=[CH:31][C:32]=4[CH3:37])[C:17](=[O:19])[NH:16][C:12]=3[N:13]=[CH:14][N:15]=2)[CH:5]=[CH:6][C:7]=1[F:8]. The catalyst class is: 495. (6) Reactant: [C:1]([OH:9])(=O)[C:2]1[CH:7]=[CH:6][N:5]=[CH:4][CH:3]=1.CN(C(ON1N=NC2C=CC=NC1=2)=[N+](C)C)C.F[P-](F)(F)(F)(F)F.CN1CCOCC1.[NH2:41][C:42]1[CH:47]=[C:46]([C:48]#[C:49][C:50]2[N:54]3[N:55]=[C:56]([C:59]4[CH:64]=[CH:63][C:62]([C:65]([N:67]5[CH2:72][CH2:71][O:70][CH2:69][CH2:68]5)=[O:66])=[CH:61][CH:60]=4)[CH:57]=[CH:58][C:53]3=[N:52][CH:51]=2)[CH:45]=[CH:44][N:43]=1. Product: [N:67]1([C:65]([C:62]2[CH:61]=[CH:60][C:59]([C:56]3[CH:57]=[CH:58][C:53]4[N:54]([C:50]([C:49]#[C:48][C:46]5[CH:45]=[CH:44][N:43]=[C:42]([NH:41][C:1](=[O:9])[C:2]6[CH:3]=[CH:4][N:5]=[CH:6][CH:7]=6)[CH:47]=5)=[CH:51][N:52]=4)[N:55]=3)=[CH:64][CH:63]=2)=[O:66])[CH2:68][CH2:69][O:70][CH2:71][CH2:72]1. The catalyst class is: 18. (7) Reactant: [Br:1][C:2]1[CH:7]=[C:6]([N+:8]([O-])=O)[CH:5]=[C:4]([Br:11])[CH:3]=1.[OH-].[Na+].C(OCC)(=O)C. Product: [Br:1][C:2]1[CH:7]=[C:6]([NH2:8])[CH:5]=[C:4]([Br:11])[CH:3]=1. The catalyst class is: 8. (8) Reactant: [F:1][CH2:2][C:3]([O:8][CH3:9])([O:6][CH3:7])[C:4]#[CH:5].[C:10](=[O:17])(OCC)[O:11][CH2:12][CH3:13].[O-:18][CH2:19][CH3:20].[K+].[NH4+].[Cl-]. Product: [CH2:19]([O:18][C:4]([C:3]([O:8][CH3:9])([O:6][CH3:7])[CH2:2][F:1])=[CH:5][C:10]([O:11][CH2:12][CH3:13])=[O:17])[CH3:20]. The catalyst class is: 18. (9) Reactant: Br[C:2]1[S:3][CH:4]=[C:5]([C:7]([O:9][CH2:10][CH3:11])=[O:8])[N:6]=1.C([O-])([O-])=O.[K+].[K+].[CH2:18]([SH:25])[C:19]1[CH:24]=[CH:23][CH:22]=[CH:21][CH:20]=1. Product: [CH2:18]([S:25][C:2]1[S:3][CH:4]=[C:5]([C:7]([O:9][CH2:10][CH3:11])=[O:8])[N:6]=1)[C:19]1[CH:24]=[CH:23][CH:22]=[CH:21][CH:20]=1. The catalyst class is: 18.